The task is: Predict the reaction yield, written as a fraction of the theoretical maximum amount of product (1.0 means a 100% yield; for example, 0.34 means a 34% yield).. This data is from Reaction yield outcomes from USPTO patents with 853,638 reactions. (1) The reactants are [CH3:1][C:2]1([CH3:10])[C:6](=[O:7])[CH2:5][C:4]([CH3:9])([CH3:8])[O:3]1.C(O[CH:16](N(C)C)[N:17]([CH3:19])[CH3:18])(C)(C)C. No catalyst specified. The product is [CH3:16][N:17]([CH:19]=[C:5]1[C:4]([CH3:9])([CH3:8])[O:3][C:2]([CH3:10])([CH3:1])[C:6]1=[O:7])[CH3:18]. The yield is 0.840. (2) The reactants are [CH3:1][O:2][C:3]1[CH:4]=[C:5]2[C:10](=[CH:11][CH:12]=1)[C:9]([CH2:13][CH:14]=[CH2:15])=[C:8]([OH:16])[CH:7]=[CH:6]2.N1C=CC=CC=1.[F:23][C:24]([F:37])([F:36])[S:25](O[S:25]([C:24]([F:37])([F:36])[F:23])(=[O:27])=[O:26])(=[O:27])=[O:26].O. The catalyst is ClCCl. The product is [F:23][C:24]([F:37])([F:36])[S:25]([O:16][C:8]1[CH:7]=[CH:6][C:5]2[C:10](=[CH:11][CH:12]=[C:3]([O:2][CH3:1])[CH:4]=2)[C:9]=1[CH2:13][CH:14]=[CH2:15])(=[O:27])=[O:26]. The yield is 1.00. (3) The reactants are [CH3:1][O:2][C:3]([C:5]1[CH:13]=[C:12]2[C:8]([C:9]([CH:16]=[O:17])=[CH:10][N:11]2[CH2:14][CH3:15])=[CH:7][CH:6]=1)=[O:4].CC1C=CC(S([CH2:28][N+:29]#[C-:30])(=O)=O)=CC=1.C([O-])([O-])=O.[K+].[K+]. The catalyst is CO. The product is [CH2:14]([N:11]1[C:12]2[C:8](=[CH:7][CH:6]=[C:5]([C:3]([O:2][CH3:1])=[O:4])[CH:13]=2)[C:9]([C:16]2[O:17][CH:30]=[N:29][CH:28]=2)=[CH:10]1)[CH3:15]. The yield is 0.230. (4) The yield is 0.667. The catalyst is CN(C=O)C.CCOCC. The product is [CH2:14]([O:9][C:3]1([C:1]#[CH:2])[CH2:8][CH2:7][CH2:6][CH2:5][CH2:4]1)[CH:13]=[CH2:12]. The reactants are [C:1]([C:3]1([OH:9])[CH2:8][CH2:7][CH2:6][CH2:5][CH2:4]1)#[CH:2].[H-].[Na+].[CH2:12](Br)[CH:13]=[CH2:14]. (5) The reactants are [Cl:1][C:2]1[CH:3]=[C:4]([S:9](Cl)(=[O:11])=[O:10])[CH:5]=[CH:6][C:7]=1[Cl:8].[CH3:13][CH:14]1[CH2:19][NH:18][CH:17]([CH3:20])[CH2:16][NH:15]1.C(N(C(C)C)CC)(C)C. The catalyst is ClCCl. The product is [Cl:1][C:2]1[CH:3]=[C:4]([S:9]([N:15]2[CH2:16][CH:17]([CH3:20])[NH:18][CH2:19][CH:14]2[CH3:13])(=[O:11])=[O:10])[CH:5]=[CH:6][C:7]=1[Cl:8]. The yield is 1.00. (6) The reactants are [CH3:1][C:2]1[O:6][C:5]([C@H:7]2[CH2:12][CH2:11][C@H:10]([N:13]3[C:18](=[O:19])[C:17]([CH2:20][C:21]4[CH:26]=[CH:25][C:24]([C:27]5[C:28]([C:33]#[N:34])=[CH:29][CH:30]=[CH:31][CH:32]=5)=[CH:23][CH:22]=4)=[C:16]([CH2:35][CH2:36][CH3:37])[N:15]4[N:38]=[CH:39][N:40]=[C:14]34)[CH2:9][CH2:8]2)=[N:4][N:3]=1.C([Sn](=O)CCCC)CCC.[N:51]([Si](C)(C)C)=[N+:52]=[N-:53].C1(C)C=CC=CC=1. The catalyst is C(OCC)(=O)C. The product is [CH3:1][C:2]1[O:6][C:5]([C@H:7]2[CH2:8][CH2:9][C@H:10]([N:13]3[C:18](=[O:19])[C:17]([CH2:20][C:21]4[CH:26]=[CH:25][C:24]([C:27]5[CH:32]=[CH:31][CH:30]=[CH:29][C:28]=5[C:33]5[NH:53][N:52]=[N:51][N:34]=5)=[CH:23][CH:22]=4)=[C:16]([CH2:35][CH2:36][CH3:37])[N:15]4[N:38]=[CH:39][N:40]=[C:14]34)[CH2:11][CH2:12]2)=[N:4][N:3]=1. The yield is 0.140. (7) The reactants are C(OC([C:6]1[C:7]([N:15]2[CH2:20][CH2:19][C:18]([NH2:32])([CH2:21][C:22]3[CH:27]=[CH:26][C:25]([C:28]([CH3:31])([CH3:30])[CH3:29])=[CH:24][CH:23]=3)[CH2:17][CH2:16]2)=[C:8]2[CH:14]=[N:13][NH:12][C:9]2=[N:10][CH:11]=1)=O)C.O. The catalyst is [OH-].[K+]. The product is [C:28]([C:25]1[CH:26]=[CH:27][C:22]([CH2:21][C:18]2([NH2:32])[CH2:19][CH2:20][N:15]([C:7]3[CH:6]=[CH:11][N:10]=[C:9]4[NH:12][N:13]=[CH:14][C:8]=34)[CH2:16][CH2:17]2)=[CH:23][CH:24]=1)([CH3:31])([CH3:29])[CH3:30]. The yield is 0.470. (8) The reactants are C(NC(C)C)(C)C.[CH:8]1([CH2:12][C@@H:13]([C:22]([OH:24])=O)[NH:14][C:15]([O:17][C:18]([CH3:21])([CH3:20])[CH3:19])=[O:16])[CH2:11][CH2:10][CH2:9]1.C(N1C=CN=C1)(N1C=CN=C1)=O.Cl.[CH3:38][NH:39][O:40][CH3:41].CCN(C(C)C)C(C)C. The catalyst is C1COCC1.CN(C=O)C.CCOC(C)=O. The product is [CH:8]1([CH2:12][C@H:13]([NH:14][C:15](=[O:16])[O:17][C:18]([CH3:19])([CH3:20])[CH3:21])[C:22]([N:39]([CH3:38])[O:40][CH3:41])=[O:24])[CH2:9][CH2:10][CH2:11]1. The yield is 0.840. (9) The reactants are [CH2:1]([O:8][C@@H:9]1[C@@H:18]([O:19][CH2:20][C:21]2[CH:26]=[CH:25][CH:24]=[CH:23][CH:22]=2)[C@H:17]([O:27][C@@H:28]2[O:57][C@H:56]([CH2:58]F)[C@@H:47]([O:48][CH2:49][C:50]3[CH:55]=[CH:54][CH:53]=[CH:52][CH:51]=3)[C@H:38]([O:39][CH2:40][C:41]3[CH:46]=[CH:45][CH:44]=[CH:43][CH:42]=3)[C@H:29]2[O:30][CH2:31][C:32]2[CH:37]=[CH:36][CH:35]=[CH:34][CH:33]=2)[C@@H:16]([CH2:60][O:61][CH2:62][C:63]2[CH:68]=[CH:67][CH:66]=[CH:65][CH:64]=2)[O:15][C@@H:10]1[O:11][CH2:12][CH:13]=[CH2:14])[C:2]1[CH:7]=[CH:6][CH:5]=[CH:4][CH:3]=1.[O:69]1CCC[CH2:70]1. The catalyst is CO.Cl[Pd]Cl. The product is [CH2:1]([O:8][C@@H:9]1[C@@H:18]([O:19][CH2:20][C:21]2[CH:26]=[CH:25][CH:24]=[CH:23][CH:22]=2)[C@H:17]([O:27][C@@H:28]2[O:57][C@H:56]([CH2:58][O:69][CH3:70])[C@@H:47]([O:48][CH2:49][C:50]3[CH:55]=[CH:54][CH:53]=[CH:52][CH:51]=3)[C@H:38]([O:39][CH2:40][C:41]3[CH:46]=[CH:45][CH:44]=[CH:43][CH:42]=3)[C@H:29]2[O:30][CH2:31][C:32]2[CH:37]=[CH:36][CH:35]=[CH:34][CH:33]=2)[C@@H:16]([CH2:60][O:61][CH2:62][C:63]2[CH:68]=[CH:67][CH:66]=[CH:65][CH:64]=2)[O:15][CH:10]1[O:11][CH2:12][CH:13]=[CH2:14])[C:2]1[CH:7]=[CH:6][CH:5]=[CH:4][CH:3]=1. The yield is 0.830.